The task is: Regression. Given a peptide amino acid sequence and an MHC pseudo amino acid sequence, predict their binding affinity value. This is MHC class I binding data.. This data is from Peptide-MHC class I binding affinity with 185,985 pairs from IEDB/IMGT. The peptide sequence is DPKKTGGPI. The MHC is HLA-B18:01 with pseudo-sequence HLA-B18:01. The binding affinity (normalized) is 0.0847.